This data is from Reaction yield outcomes from USPTO patents with 853,638 reactions. The task is: Predict the reaction yield, written as a fraction of the theoretical maximum amount of product (1.0 means a 100% yield; for example, 0.34 means a 34% yield). (1) The reactants are [Cl:1][C:2]1[CH:7]=[CH:6][C:5]([NH:8][C:9]([CH3:15])([CH3:14])[CH2:10][C:11]([OH:13])=O)=[CH:4][CH:3]=1.F[P-](F)(F)(F)(F)F.N1(O[P+](N(C)C)(N(C)C)N(C)C)C2C=CC=CC=2N=N1.CCN(C(C)C)C(C)C.Cl.[CH2:53]([O:55][C:56](=[O:59])[CH2:57][NH2:58])[CH3:54]. The catalyst is C(Cl)Cl. The product is [Cl:1][C:2]1[CH:3]=[CH:4][C:5]([NH:8][C:9]([CH3:15])([CH3:14])[CH2:10][C:11]([NH:58][CH2:57][C:56]([O:55][CH2:53][CH3:54])=[O:59])=[O:13])=[CH:6][CH:7]=1. The yield is 0.960. (2) The reactants are [CH:1]1([C@H:6]([N:12]2[CH:16]=[C:15]([C:17]3[C:18]4[CH:25]=[CH:24][N:23]([CH2:26][O:27][CH2:28][CH2:29][Si:30]([CH3:33])([CH3:32])[CH3:31])[C:19]=4[N:20]=[CH:21][N:22]=3)[CH:14]=[N:13]2)[CH2:7][C:8]([O:10]C)=[O:9])[CH2:5][CH2:4][CH2:3][CH2:2]1.O.[OH-].[Li+].Cl. The catalyst is C1COCC1.O. The product is [CH:1]1([C@H:6]([N:12]2[CH:16]=[C:15]([C:17]3[C:18]4[CH:25]=[CH:24][N:23]([CH2:26][O:27][CH2:28][CH2:29][Si:30]([CH3:31])([CH3:33])[CH3:32])[C:19]=4[N:20]=[CH:21][N:22]=3)[CH:14]=[N:13]2)[CH2:7][C:8]([OH:10])=[O:9])[CH2:5][CH2:4][CH2:3][CH2:2]1. The yield is 1.00.